From a dataset of NCI-60 drug combinations with 297,098 pairs across 59 cell lines. Regression. Given two drug SMILES strings and cell line genomic features, predict the synergy score measuring deviation from expected non-interaction effect. (1) Drug 1: C1CCN(CC1)CCOC2=CC=C(C=C2)C(=O)C3=C(SC4=C3C=CC(=C4)O)C5=CC=C(C=C5)O. Drug 2: CC1=C(C=C(C=C1)NC2=NC=CC(=N2)N(C)C3=CC4=NN(C(=C4C=C3)C)C)S(=O)(=O)N.Cl. Cell line: HS 578T. Synergy scores: CSS=2.39, Synergy_ZIP=4.18, Synergy_Bliss=14.6, Synergy_Loewe=6.03, Synergy_HSA=5.94. (2) Drug 1: CC1C(C(CC(O1)OC2CC(OC(C2O)C)OC3=CC4=CC5=C(C(=O)C(C(C5)C(C(=O)C(C(C)O)O)OC)OC6CC(C(C(O6)C)O)OC7CC(C(C(O7)C)O)OC8CC(C(C(O8)C)O)(C)O)C(=C4C(=C3C)O)O)O)O. Drug 2: CC(C)NC(=O)C1=CC=C(C=C1)CNNC.Cl. Cell line: DU-145. Synergy scores: CSS=10.5, Synergy_ZIP=3.61, Synergy_Bliss=4.73, Synergy_Loewe=-10.1, Synergy_HSA=0.172. (3) Drug 1: CC1=C(C=C(C=C1)NC2=NC=CC(=N2)N(C)C3=CC4=NN(C(=C4C=C3)C)C)S(=O)(=O)N.Cl. Drug 2: C1CN(CCN1C(=O)CCBr)C(=O)CCBr. Cell line: SF-539. Synergy scores: CSS=11.8, Synergy_ZIP=-5.52, Synergy_Bliss=-4.13, Synergy_Loewe=-1.54, Synergy_HSA=-0.996.